Predict the product of the given reaction. From a dataset of Forward reaction prediction with 1.9M reactions from USPTO patents (1976-2016). Given the reactants [CH:1]([C:3]1[CH:12]=[CH:11][C:6]([C:7]([O:9][CH3:10])=[O:8])=[CH:5][C:4]=1[O:13][CH3:14])=O.Cl.[NH2:16]O.O.C(=O)([O-])O.[Na+], predict the reaction product. The product is: [C:1]([C:3]1[CH:12]=[CH:11][C:6]([C:7]([O:9][CH3:10])=[O:8])=[CH:5][C:4]=1[O:13][CH3:14])#[N:16].